Dataset: Experimentally validated miRNA-target interactions with 360,000+ pairs, plus equal number of negative samples. Task: Binary Classification. Given a miRNA mature sequence and a target amino acid sequence, predict their likelihood of interaction. (1) The protein sequence of the target gene is MSQVLGKPQPQDEDDAEEEEEEDELVGLADYGDGPDSSDADPDSGTEEGVLDFSDPFSTEVKPRILLMGLRRSGKSSIQKVVFHKMSPNETLFLESTNKICREDVSNSSFVNFQIWDFPGQIDFFDPTFDYEMIFRGTGALIFVIDSQDDYMEALARLHLTVTRAYKVNTDINFEVFIHKVDGLSDDHKIETQRDIHQRANDDLADAGLEKIHLSFYLTSIYDHSIFEAFSKVVQKLIPQLPTLENLLNIFISNSGIEKAFLFDVVSKIYIATDSTPVDMQTYELCCDMIDVVIDISCIY.... The miRNA is hsa-miR-494-3p with sequence UGAAACAUACACGGGAAACCUC. Result: 1 (interaction). (2) The miRNA is hsa-miR-5707 with sequence ACGUUUGAAUGCUGUACAAGGC. The protein sequence of the target gene is MVPKADSGAFLLLFLLVLTVTEPLRPELRCNPGQFACRSGTIQCIPLPWQCDGWATCEDESDEANCPEVTGEVRPHHGKEAVDPRQGRARGGDPSHFHAVNVAQPVRFSSFLGKCPTGWHHYEGTASCYRVYLSGENYWDAAQTCQRLNGSLATFSTDQELRFVLAQEWDQPERSFGWKDQRKLWVGYQYVITGRNRSLEGRWEVAFKGSSEVFLPPDPIFASAMSENDNVFCAQLQCFHFPTLRHHDLHSWHAESCYEKSSFLCKRSQTCVDIKDNVVDEGFYFTPKGDDPCLSCTCHG.... Result: 0 (no interaction). (3) The miRNA is hsa-miR-490-5p with sequence CCAUGGAUCUCCAGGUGGGU. The protein sequence of the target gene is MSSEMEPLLLAWSYFRRRKFQLCADLCTQMLEKSPYDQEPDPELPVHQAAWILKARALTEMVYIDEIDVDQEGIAEMMLDENAIAQVPRPGTSLKLPGTNQTGGPSQAVRPITQAGRPITGFLRPSTQSGRPGTMEQAIRTPRTAYTARPITSSSGRFVRLGTASMLTSPDGPFINLSRLNLTKYSQKPKLAKALFEYIFHHENDVKTIHLEDVVLHLGIYPFLLRNKNHIEKNALDLAALSTEHSQYKDWWWKVQIGKCYYRLGMYREAEKQFKSALKQQEMVDTFLYLAKVYVSLDQP.... Result: 0 (no interaction). (4) The miRNA is mmu-miR-3470b with sequence UCACUCUGUAGACCAGGCUGG. The protein sequence of the target gene is MSGEDVPHRAESSEARAAAVSDIQDLMRRKEEIEAEIKANYDVLESQKGIGMNEPLVDCEGYPRADVDLYQVRTARHNIICLQNDHKALMKQVEEALHQLHARDKEKQARDMAEAREEAMNRRLASNSPVLPQAFARVNSISPGSPASIAGLQVDDEIVEFGSVNTQNFQSVQNVGTVVQHSEGKPLNVTVIRRGEKHQLRLIPTRWAGKGLLGCNIIPLQR. Result: 1 (interaction). (5) The protein sequence of the target gene is MSTASAASSSSSSSASEMIEAPSQVLNFEEIDYKEIEVEEVVGRGAFGVVCKAKWRAKDVAIKQIESESERKAFIVELRQLSRVNHPNIVKLYGACLNPVCLVMEYAEGGSLYNVLHGAEPLPYYTAAHAMSWCLQCSQGVAYLHSMQPKALIHRDLKPPNLLLVAGGTVLKICDFGTACDIQTHMTNNKGSAAWMAPEVFEGSNYSEKCDVFSWGIILWEVITRRKPFDEIGGPAFRIMWAVHNGTRPPLIKNLPKPIESLMTRCWSKDPSQRPSMEEIVKIMTHLMRYFPGADEPLQY.... Result: 0 (no interaction). The miRNA is hsa-miR-7113-3p with sequence CCUCCCUGCCCGCCUCUCUGCAG. (6) The miRNA is hsa-miR-128-3p with sequence UCACAGUGAACCGGUCUCUUU. The protein sequence of the target gene is MSCSKAYGERYVASVQGSAPSPRKKSTRGFYFAKLYYEAKEYDLAKKYICTYINVREMDPRAHRFLGLLYELEENTEKAVECYRRSVELNPTQKDLVLKIAELLCKNDVTDGRAKYWVERAAKLFPGSPAIYKLKEQLLDCEGEDGWNKLFDLIQSELYVRPDDVHVNIRLVELYRSTKRLKDAVARCHEAERNIALRSSLEWNSCVVQTLKEYLESLQCLESDKSDWRATNTDLLLAYANLMLLTLSTRDVQESRELLESFDSALQSAKSSLGGNDELSATFLEMKGHFYMHAGSLLLK.... Result: 1 (interaction). (7) The miRNA is hsa-miR-17-3p with sequence ACUGCAGUGAAGGCACUUGUAG. The protein sequence of the target gene is MEVVDETEALQRFFEGHDINGALEPSNIDTSILEEYISKEDASDLCFPDISAPASSASYSHGQPAMPGSSGVHHLSPPGGGPSPGRHGPLPPPGYGTPLNCNNNNGMGAAPKPFPGGTGPPIKAEPKAPYAPGTLPDSPPDSGSEAYSPQQVNEPHLLRTITPETLCHVGVPSRLEHPPPPPAHLPGPPPPPPPPPHYPVLQRDLYMKAEPPIPHYAAMGQGLVPTDLHHTQQSQMLHQLLQQHGAELPTHPSKKRKHSESPPSTLNAQMLNGMIKQEPGTVTALPLHPTRAPSPPWPPQ.... Result: 1 (interaction). (8) The miRNA is hsa-miR-532-3p with sequence CCUCCCACACCCAAGGCUUGCA. The protein sequence of the target gene is MGSQVSVESGALHVVIVGGGFGGIAAASQLQALNVPFMLVDMKDSFHHNVAALRASVETGFAKKTFISYSVTFKDNFRQGLVVGIDLKNQMVLLQGGEALPFSHLILATGSTGPFPGKFNEVSSQQAAIQAYEDMVRQVQRSRFIVVVGGGSAGVEMAAEIKTEYPEKEVTLIHSQVALADKELLPSVRQEVKEILLRKGVQLLLSERVSNLEELPLNEYREYIKVQTDKGTEVATNLVILCTGIKINSSAYRKAFESRLASSGALRVNEHLQVEGHSNVYAIGDCADVRTPKMAYLAGL.... Result: 1 (interaction). (9) The miRNA is hsa-miR-6127 with sequence UGAGGGAGUGGGUGGGAGG. The protein sequence of the target gene is MAIDRRREAAGGGPGRQPAPAEENGSLPPGDAAASAPLGGRAGPGGGAEIQPLPPLHPGGGPHPSCCSAAAAPSLLLLDYDGSVLPFLGGLGGGYQKTLVLLTWIPALFIGFSQFSDSFLLDQPNFWCRGAGKGTELAGVTTTGRGGDMGNWTSLPTTPFATAPWEAAGNRSNSSGADGGDTPPLPSPPDKGDNASNCDCRAWDYGIRAGLVQNVVSKWDLVCDNAWKVHIAKFSLLVGLIFGYLITGCIADWVGRRPVLLFSIIFILIFGLTVALSVNVTMFSTLRFFEGFCLAGIILT.... Result: 1 (interaction).